From a dataset of Experimentally validated miRNA-target interactions with 360,000+ pairs, plus equal number of negative samples. Binary Classification. Given a miRNA mature sequence and a target amino acid sequence, predict their likelihood of interaction. (1) The miRNA is hsa-miR-6790-3p with sequence CGACCUCGGCGACCCCUCACU. The protein sequence of the target gene is MRSHTGLRALVAPGYPLLLLCLLAATRPDPAEGDPTDPTFTSLPVREEMMAKYSNLSLKSCNISVTEKSNVSVEENVILEKPSHVELKCVYTATKDLNLMNVTWKKDDEPLETTGDFNTTKMGNTLTSQYRFIVFNSKQLGKYSCVFGEKELRGTFNIHVPKAHGKKKSLIAYVGDSTVLKCVCQDCLPLNWTWYMGNETAQVPIDAHSNEKYIINGSHANETRLKIKHLLEEDGGSYWCRATFQLGESEEQNELVVLSFLVPLKPFLAILAEVILLVAIILLCEVYTHKKKNDPDAGKE.... Result: 0 (no interaction). (2) The miRNA is hsa-miR-208b-3p with sequence AUAAGACGAACAAAAGGUUUGU. The protein sequence of the target gene is MFPAGPPSHSLLRLPLLQLLLLVVQAVGRGLGRASPAGGPLEDVVIERYHIPRACPREVQMGDFVRYHYNGTFEDGKKFDSSYDRNTLVAIVVGVGRLITGMDRGLMGMCVNERRRLIVPPHLGYGSIGLAGLIPPDATLYFDVVLLDVWNKEDTVQVSTLLRPPHCPRMVQDGDFVRYHYNGTLLDGTSFDTSYSKGGTYDTYVGSGWLIKGMDQGLLGMCPGERRKIIIPPFLAYGEKGYGTVIPPQASLVFHVLLIDVHNPKDAVQLETLELPPGCVRRAGAGDFMRYHYNGSLMDG.... Result: 0 (no interaction). (3) Result: 0 (no interaction). The miRNA is hsa-miR-3942-3p with sequence UUUCAGAUAACAGUAUUACAU. The protein sequence of the target gene is MTQTLDTREDPLNLGGGGGGGCGCGWAHSASLSSWSSCHRRRPGAPAYNRPHRYSPKTEYGPPRKQPKQQHGPGFWFQPPVCSNWGCWGGPWRPPPPGFWKFPCPVQVFRVYGLHPLCFCCCSCWSGSWNPGWVKPPGRKKRWGRRGRGLRHHPRHSYPRSPPADVSTLPRPVKLYEWREPGMRAPPNTTQFIMNQIYEDMRQQEKVERQQEALRAQKATVSGEASPARSSGNDAPPGGSKETWGLQETLYGFVQNPSLAFSPNPEENQSLAPLLVEEEEEKKNDDEEEYDQEVCDAKEA.... (4) The miRNA is hsa-miR-527 with sequence CUGCAAAGGGAAGCCCUUUC. The protein sequence of the target gene is MAMWNRPCQRLPQQPLVAEPTAEGEPHLPTGRELTEANRFAYAALCGISLSQLFPEPEHSSFCTEFMAGLVQWLELSEAVLPTMTAFASGLGGEGADVFVQILLKDPILKDDPTVITQDLLSFSLKDGHYDARARVLVCHMTSLLQVPLEELDVLEEMFLESLKEIKEEESEMAEASRKKKENRRKWKRYLLIGLATVGGGTVIGVTGGLAAPLVAAGAATIIGSAGAAALGSAAGIAIMTSLFGAAGAGLTGYKMKKRVGAIEEFTFLPLTEGRQLHITIAVTGWLASGKYRTFSAPWA.... Result: 0 (no interaction).